Predict the reactants needed to synthesize the given product. From a dataset of Full USPTO retrosynthesis dataset with 1.9M reactions from patents (1976-2016). (1) Given the product [N:2]1[CH:7]=[CH:6][CH:5]=[C:4]([NH:8][C:14](=[O:15])[O:13][C:10]([CH3:12])([CH3:11])[CH3:9])[N:3]=1, predict the reactants needed to synthesize it. The reactants are: Cl.[N:2]1[CH:7]=[CH:6][CH:5]=[C:4]([NH2:8])[N:3]=1.[CH3:9][C:10]([O:13][C:14](O[C:14]([O:13][C:10]([CH3:12])([CH3:11])[CH3:9])=[O:15])=[O:15])([CH3:12])[CH3:11].O. (2) Given the product [C:1]([O:4][CH2:5][C:6]1[NH:7][C:8]2[C:13]([C:14]=1[CH:15]=[O:16])=[C:12]([N+:19]([O-:21])=[O:20])[C:11]([O:17][CH3:18])=[CH:10][CH:9]=2)(=[O:3])[CH3:2], predict the reactants needed to synthesize it. The reactants are: [C:1]([O:4][CH2:5][C:6]1[NH:7][C:8]2[C:13]([C:14]=1[CH:15]=[O:16])=[CH:12][C:11]([O:17][CH3:18])=[CH:10][CH:9]=2)(=[O:3])[CH3:2].[N+:19]([O-])([OH:21])=[O:20].C([O-])(O)=O.[Na+]. (3) Given the product [O:1]1[C:5]([C:6]([Cl:14])=[O:7])=[CH:4][C:3]2[CH:9]=[CH:10][CH:11]=[CH:12][C:2]1=2.[NH:19]1[C:27]2[C:22](=[CH:23][CH:24]=[CH:25][CH:26]=2)[CH:21]=[C:20]1[C:28]([Cl:14])=[O:30], predict the reactants needed to synthesize it. The reactants are: [O:1]1[C:5]([C:6](O)=[O:7])=[CH:4][C:3]2[CH:9]=[CH:10][CH:11]=[CH:12][C:2]1=2.P(Cl)(Cl)(Cl)(Cl)[Cl:14].[NH:19]1[C:27]2[C:22](=[CH:23][CH:24]=[CH:25][CH:26]=2)[CH:21]=[C:20]1[C:28]([OH:30])=O.CCOCC.